Task: Predict the reactants needed to synthesize the given product.. Dataset: Full USPTO retrosynthesis dataset with 1.9M reactions from patents (1976-2016) (1) The reactants are: Cl.Cl[CH2:3][C:4]1[CH:9]=[CH:8][CH:7]=[CH:6][N:5]=1.[C:10]1([S:16]([O-:18])=[O:17])[CH:15]=[CH:14][CH:13]=[CH:12][CH:11]=1.[Na+].N12CCCN=C1CCCCC2. Given the product [C:10]1([S:16]([CH2:3][C:4]2[CH:9]=[CH:8][CH:7]=[CH:6][N:5]=2)(=[O:18])=[O:17])[CH:15]=[CH:14][CH:13]=[CH:12][CH:11]=1, predict the reactants needed to synthesize it. (2) Given the product [NH3:6].[Br:1][CH:2]([C:5]1[N:14]([CH2:15][C:16]2[CH:21]=[CH:20][CH:19]=[CH:18][CH:17]=2)[C:13](=[O:22])[C:12]2[C:7](=[CH:8][CH:9]=[CH:10][CH:11]=2)[N:6]=1)[CH2:3][CH3:4], predict the reactants needed to synthesize it. The reactants are: [Br:1][CH:2]([C:5]1[N:14]([CH2:15][C:16]2[CH:21]=[CH:20][CH:19]=[CH:18][CH:17]=2)[C:13](=[O:22])[C:12]2[C:7](=[CH:8][CH:9]=[CH:10][CH:11]=2)[N:6]=1)[CH2:3][CH3:4].CN(C)CCN. (3) Given the product [CH3:57][O:56][C:53]1[CH:54]=[CH:55][C:50]([CH2:49][N:38]2[C:39]3[CH:40]=[CH:41][CH:42]=[C:43]([C:45]([O:47][CH3:48])=[O:46])[C:44]=3[C:36]([CH:34]=[CH:2][O:3][CH3:4])=[N:37]2)=[CH:51][CH:52]=1, predict the reactants needed to synthesize it. The reactants are: [Cl-].[CH3:2][O:3][CH2:4][P+](C1C=CC=CC=1)(C1C=CC=CC=1)C1C=CC=CC=1.C[Si]([N-][Si](C)(C)C)(C)C.[Li+].[CH:34]([C:36]1[C:44]2[C:43]([C:45]([O:47][CH3:48])=[O:46])=[CH:42][CH:41]=[CH:40][C:39]=2[N:38]([CH2:49][C:50]2[CH:55]=[CH:54][C:53]([O:56][CH3:57])=[CH:52][CH:51]=2)[N:37]=1)=O. (4) Given the product [F:1][C:2]1[C:3]2[N:4]([C:16]([C@H:17]([N:19]3[CH:28]=[CH:27][C:26]4[N:25]=[CH:24][CH:23]=[CH:22][C:21]=4[C:20]3=[O:29])[CH3:18])=[N:15][N:14]=2)[CH:5]=[C:6]([C:8]2[O:12][N:11]=[C:10]([CH3:13])[CH:9]=2)[CH:7]=1, predict the reactants needed to synthesize it. The reactants are: [F:1][C:2]1[C:3]([NH:14][NH:15][C:16](=O)[C@H:17]([N:19]2[CH:28]=[CH:27][C:26]3[N:25]=[CH:24][CH:23]=[CH:22][C:21]=3[C:20]2=[O:29])[CH3:18])=[N:4][CH:5]=[C:6]([C:8]2[O:12][N:11]=[C:10]([CH3:13])[CH:9]=2)[CH:7]=1.C1(P(C2C=CC=CC=2)C2C=CC=CC=2)C=CC=CC=1.C1COCC1.CCO. (5) Given the product [C:1]([N:5]1[C:9]([C:10]2[CH:15]=[CH:14][C:13]([O:16][CH3:17])=[CH:12][CH:11]=2)=[CH:8][C:7]([CH2:18][CH2:19][CH2:20][N:32]2[CH2:31][CH2:30][N:29]([C:26]3[CH:25]=[CH:24][C:23]([Cl:22])=[CH:28][CH:27]=3)[CH2:34][CH2:33]2)=[N:6]1)([CH3:3])([CH3:2])[CH3:4], predict the reactants needed to synthesize it. The reactants are: [C:1]([N:5]1[C:9]([C:10]2[CH:15]=[CH:14][C:13]([O:16][CH3:17])=[CH:12][CH:11]=2)=[CH:8][C:7]([CH2:18][CH2:19][CH:20]=O)=[N:6]1)([CH3:4])([CH3:3])[CH3:2].[Cl:22][C:23]1[CH:28]=[CH:27][C:26]([N:29]2[CH2:34][CH2:33][NH:32][CH2:31][CH2:30]2)=[CH:25][CH:24]=1.CCN(C(C)C)C(C)C.[BH-](OC(C)=O)(OC(C)=O)OC(C)=O.[Na+]. (6) Given the product [CH2:1]([O:8][C:9]1[C:10]([Cl:28])=[CH:11][C:12]([C:16]([N:18]2[C:27]3[C:22](=[CH:23][CH:24]=[CH:25][CH:26]=3)[N:21]([C:36](=[O:38])[CH3:37])[CH2:20][CH2:19]2)=[O:17])=[CH:13][C:14]=1[Cl:15])[C:2]1[CH:7]=[CH:6][CH:5]=[CH:4][CH:3]=1, predict the reactants needed to synthesize it. The reactants are: [CH2:1]([O:8][C:9]1[C:14]([Cl:15])=[CH:13][C:12]([C:16]([N:18]2[C:27]3[C:22](=[CH:23][CH:24]=[CH:25][CH:26]=3)[NH:21][CH2:20][CH2:19]2)=[O:17])=[CH:11][C:10]=1[Cl:28])[C:2]1[CH:7]=[CH:6][CH:5]=[CH:4][CH:3]=1.C(N(CC)CC)C.[C:36](Cl)(=[O:38])[CH3:37].CO. (7) Given the product [CH3:48][C:39]1[C:40]([C:44]([F:47])([F:46])[F:45])=[CH:41][CH:42]=[CH:43][C:38]=1[CH2:37][C:36]1[CH:35]=[N:34][N:30]2[C:31]([OH:33])=[CH:32][C:27]([N:49]3[CH2:54][CH2:53][O:52][CH2:51][CH2:50]3)=[N:28][C:29]=12, predict the reactants needed to synthesize it. The reactants are: ClC1C=C(Cl)N2N=CC(CC3C=CC=C(C(F)(F)F)C=3C)=C2N=1.[OH-].[Na+].Cl[C:27]1[NH:28][C:29]2[N:30]([N:34]=[CH:35][C:36]=2[CH2:37][C:38]2[CH:43]=[CH:42][CH:41]=[C:40]([C:44]([F:47])([F:46])[F:45])[C:39]=2[CH3:48])[C:31](=[O:33])[CH:32]=1.[NH:49]1[CH2:54][CH2:53][O:52][CH2:51][CH2:50]1.Cl. (8) Given the product [C:24]([NH:28][C:2]1[N:10]=[C:9]2[C:5]([N:6]=[CH:7][NH:8]2)=[C:4]([N:17]2[CH2:23][C:19]3([CH2:20][O:21][CH2:22]3)[CH2:18]2)[N:3]=1)([CH3:27])([CH3:26])[CH3:25], predict the reactants needed to synthesize it. The reactants are: F[C:2]1[N:10]=[C:9]2[C:5]([N:6]=[CH:7][N:8]2C2CCCCO2)=[C:4]([N:17]2[CH2:23][C:19]3([CH2:22][O:21][CH2:20]3)[CH2:18]2)[N:3]=1.[C:24]([NH2:28])([CH3:27])([CH3:26])[CH3:25].CC1C=CC(S(O)(=O)=O)=CC=1.